Task: Predict the reaction yield, written as a fraction of the theoretical maximum amount of product (1.0 means a 100% yield; for example, 0.34 means a 34% yield).. Dataset: Reaction yield outcomes from USPTO patents with 853,638 reactions The product is [Cl:20][C:21]1[C:22]2[C:28]3[C:29](=[CH:30][CH:31]=[CH:32][CH:33]=3)[C:34](=[O:36])[C:23]=2[CH:24]=[C:25]([F:27])[CH:26]=1. The yield is 0.990. The catalyst is O. The reactants are O=P12OP3(OP(OP(O3)(O1)=O)(=O)O2)=O.CS(O)(=O)=O.[Cl:20][C:21]1[CH:26]=[C:25]([F:27])[CH:24]=[CH:23][C:22]=1[C:28]1[C:29]([C:34]([OH:36])=O)=[CH:30][CH:31]=[CH:32][CH:33]=1.